Dataset: CYP1A2 inhibition data for predicting drug metabolism from PubChem BioAssay. Task: Regression/Classification. Given a drug SMILES string, predict its absorption, distribution, metabolism, or excretion properties. Task type varies by dataset: regression for continuous measurements (e.g., permeability, clearance, half-life) or binary classification for categorical outcomes (e.g., BBB penetration, CYP inhibition). Dataset: cyp1a2_veith. (1) The drug is O=C(c1cnccn1)N1CCC2(CC1)CN(c1ccccc1)C2. The result is 0 (non-inhibitor). (2) The drug is O=C(c1ccco1)N1CCC2(CC1)CN(c1ccccc1)C2. The result is 0 (non-inhibitor).